This data is from Catalyst prediction with 721,799 reactions and 888 catalyst types from USPTO. The task is: Predict which catalyst facilitates the given reaction. (1) Reactant: [CH:1]1[C:13]2[C:12](=O)[C:11]3[C:6](=[CH:7][CH:8]=[CH:9][CH:10]=3)[C:5]=2[C:4](C(Cl)=O)=[CH:3][CH:2]=1.C(O)CCCCCCCCC[OH:28].C(N(CC)CC)C. Product: [C:1]1(=[O:28])[C:13]2[C:5]([C:6]3[C:11]([CH:12]=2)=[CH:10][CH:9]=[CH:8][CH:7]=3)=[CH:4][CH:3]=[CH:2]1. The catalyst class is: 7. (2) Reactant: C(OC([N:8]([CH2:39][CH:40]1[CH2:45][CH2:44][O:43][CH2:42][CH2:41]1)[C:9]1[CH:10]=[C:11]([C:16]2[C:21]([Cl:22])=[CH:20][N:19]=[C:18]([NH:23][C:24]([C@@H:26]3[CH2:31][CH2:30][CH2:29][N:28](C(OC(C)(C)C)=O)[CH2:27]3)=[O:25])[CH:17]=2)[CH:12]=[CH:13][C:14]=1[Cl:15])=O)(C)(C)C.Cl. Product: [Cl:22][C:21]1[C:16]([C:11]2[CH:12]=[CH:13][C:14]([Cl:15])=[C:9]([NH:8][CH2:39][CH:40]3[CH2:41][CH2:42][O:43][CH2:44][CH2:45]3)[CH:10]=2)=[CH:17][C:18]([NH:23][C:24]([C@@H:26]2[CH2:31][CH2:30][CH2:29][NH:28][CH2:27]2)=[O:25])=[N:19][CH:20]=1. The catalyst class is: 71.